The task is: Predict the reaction yield, written as a fraction of the theoretical maximum amount of product (1.0 means a 100% yield; for example, 0.34 means a 34% yield).. This data is from Reaction yield outcomes from USPTO patents with 853,638 reactions. (1) The reactants are [NH:1]1[CH2:6][CH2:5][CH2:4][CH2:3][C@@H:2]1[CH2:7][O:8][C:9]1[CH:18]=[CH:17][CH:16]=[C:15]2[C:10]=1[C:11]([NH:19][C:20]1[CH:21]=[C:22]3[C:26](=[CH:27][CH:28]=1)[N:25]([CH2:29][C:30]1[CH:35]=[CH:34][CH:33]=[CH:32][N:31]=1)[CH:24]=[CH:23]3)=[N:12][CH:13]=[N:14]2.F[C:37](F)(F)[C:38]([OH:40])=O.[OH:43]C[C@H]1CCCCN1C(OC(C)(C)C)=O.CC[NH+](CC)CC.CC[NH+](CC)CC.C([O-])([O-])=O. The catalyst is C(Cl)Cl.CO. The product is [O:43]=[C:37]([N:1]1[CH2:6][CH2:5][CH2:4][CH2:3][C@@H:2]1[CH2:7][O:8][C:9]1[CH:18]=[CH:17][CH:16]=[C:15]2[C:10]=1[C:11]([NH:19][C:20]1[CH:21]=[C:22]3[C:26](=[CH:27][CH:28]=1)[N:25]([CH2:29][C:30]1[CH:35]=[CH:34][CH:33]=[CH:32][N:31]=1)[CH:24]=[CH:23]3)=[N:12][CH:13]=[N:14]2)[CH2:38][OH:40]. The yield is 1.00. (2) The reactants are [F:1][C:2]1[CH:7]=[CH:6][C:5]([CH3:8])=[CH:4][N:3]=1.[Br:9]N1C(=O)CCC1=O. The catalyst is C(Cl)(Cl)(Cl)Cl.C(OOC(=O)C1C=CC=CC=1)(=O)C1C=CC=CC=1. The product is [Br:9][CH2:8][C:5]1[CH:6]=[CH:7][C:2]([F:1])=[N:3][CH:4]=1. The yield is 0.350. (3) The reactants are Br[C:2]1[CH2:6][CH2:5][C:4](=[O:7])[C:3]=1[CH3:8].CC1(C)C(C)(C)OB([C:17]2[CH:18]=[C:19]3[C:23](=[CH:24][CH:25]=2)[NH:22][CH:21]=[CH:20]3)O1. No catalyst specified. The product is [NH:22]1[C:23]2[C:19](=[CH:18][C:17]([C:2]3[CH2:6][CH2:5][C:4](=[O:7])[C:3]=3[CH3:8])=[CH:25][CH:24]=2)[CH:20]=[CH:21]1. The yield is 0.920. (4) The reactants are [CH2:1]([O:3][C:4](=[O:27])[C@@H:5]([CH2:12][C:13]1[CH:18]=[C:17]([CH3:19])[C:16]([NH2:20])=[C:15]([CH3:21])[C:14]=1[CH2:22][O:23]C(=O)C)[CH2:6][C:7]([O:9][CH2:10]C)=[O:8])C.COC(=O)[C@@H](CC1C(CO)=C2C(=CC=1)N[N:42]=C2)CC(OC)=O. No catalyst specified. The product is [CH3:19][C:17]1[CH:18]=[C:13]([CH2:12][C@@H:5]([CH2:6][C:7]([O:9][CH3:10])=[O:8])[C:4]([O:3][CH3:1])=[O:27])[C:14]([CH2:22][OH:23])=[C:15]2[C:16]=1[NH:20][N:42]=[CH:21]2. The yield is 0.980. (5) The reactants are [NH:1]1[C:9]2[C:4](=[CH:5][CH:6]=[CH:7][CH:8]=2)[C:3]2([C:13]3=[CH:14][C:15]4[CH2:19][CH2:18][O:17][C:16]=4[CH:20]=[C:12]3[O:11][CH2:10]2)[C:2]1=[O:21].[H-].[Na+].[CH2:24]([O:31][C:32]1[CH:37]=[CH:36][CH:35]=[C:34]([CH2:38]Br)[CH:33]=1)[C:25]1[CH:30]=[CH:29][CH:28]=[CH:27][CH:26]=1.O. The catalyst is CN(C)C=O.C(OCC)(=O)C. The product is [CH2:24]([O:31][C:32]1[CH:33]=[C:34]([CH:35]=[CH:36][CH:37]=1)[CH2:38][N:1]1[C:9]2[C:4](=[CH:5][CH:6]=[CH:7][CH:8]=2)[C:3]2([CH2:10][O:11][C:12]3[CH:20]=[C:16]4[C:15](=[CH:14][C:13]2=3)[CH2:19][CH2:18][O:17]4)[C:2]1=[O:21])[C:25]1[CH:26]=[CH:27][CH:28]=[CH:29][CH:30]=1. The yield is 0.820. (6) The reactants are [CH3:1][O:2][C:3](=[O:20])[CH:4]([C:13]1[CH:18]=[CH:17][CH:16]=[C:15]([NH2:19])[CH:14]=1)[NH:5][C:6]([O:8][C:9]([CH3:12])([CH3:11])[CH3:10])=[O:7].[C:21]1(=O)[CH2:26][CH2:25][CH2:24][CH2:23][CH2:22]1.[BH3-]C#N.[Na+]. The product is [CH3:1][O:2][C:3](=[O:20])[CH:4]([NH:5][C:6]([O:8][C:9]([CH3:12])([CH3:10])[CH3:11])=[O:7])[C:13]1[CH:18]=[CH:17][CH:16]=[C:15]([NH:19][CH:21]2[CH2:26][CH2:25][CH2:24][CH2:23][CH2:22]2)[CH:14]=1. The catalyst is CO.[Cl-].[Zn+2].[Cl-]. The yield is 0.940. (7) The reactants are ClC1C=C(OC)C(NS(C2N=CN(C)C=2)(=O)=O)=NC=1.[Cl:20][C:21]1[CH:22]=[C:23]([NH2:29])[C:24]([O:27][CH3:28])=[N:25][CH:26]=1.ClC1C=C(OC)C(N)=NC=1.[F:40][C:41]([F:54])([F:53])[O:42][C:43]1[CH:44]=[C:45]([S:49](Cl)(=[O:51])=[O:50])[CH:46]=[CH:47][CH:48]=1.CN1C=C(S(Cl)(=O)=O)N=C1. No catalyst specified. The product is [Cl:20][C:21]1[CH:22]=[C:23]([NH:29][S:49]([C:45]2[CH:46]=[CH:47][CH:48]=[C:43]([O:42][C:41]([F:40])([F:53])[F:54])[CH:44]=2)(=[O:51])=[O:50])[C:24]([O:27][CH3:28])=[N:25][CH:26]=1. The yield is 0.280. (8) The reactants are [Cl:1][C:2]1[CH:32]=[CH:31][C:5]([CH2:6][N:7]2[C:15]3[C:14](=[O:16])[NH:13][C:12](=[O:17])[N:11]([CH3:18])[C:10]=3[N:9]=[C:8]2[O:19][C:20]2[CH:25]=[CH:24][CH:23]=[C:22]([O:26][C:27]([F:30])([F:29])[F:28])[CH:21]=2)=[CH:4][CH:3]=1.Br[CH2:34][CH2:35][CH2:36][N:37]1[C:45](=[O:46])[C:44]2[C:39](=[CH:40][CH:41]=[CH:42][CH:43]=2)[C:38]1=[O:47].C(=O)([O-])[O-].[K+].[K+]. The catalyst is CCCC[N+](CCCC)(CCCC)CCCC.[I-].CN(C=O)C.O. The product is [Cl:1][C:2]1[CH:3]=[CH:4][C:5]([CH2:6][N:7]2[C:15]3[C:14](=[O:16])[N:13]([CH2:34][CH2:35][CH2:36][N:37]4[C:45](=[O:46])[C:44]5[C:39](=[CH:40][CH:41]=[CH:42][CH:43]=5)[C:38]4=[O:47])[C:12](=[O:17])[N:11]([CH3:18])[C:10]=3[N:9]=[C:8]2[O:19][C:20]2[CH:25]=[CH:24][CH:23]=[C:22]([O:26][C:27]([F:30])([F:28])[F:29])[CH:21]=2)=[CH:31][CH:32]=1. The yield is 1.00. (9) The reactants are [C:1]([Cu])#[N:2].Cl[C:5]1[N:10]=[CH:9][C:8]([CH2:11][OH:12])=[CH:7][C:6]=1[CH3:13].CC(OC)(C)C.N. The catalyst is CN(C=O)C. The product is [OH:12][CH2:11][C:8]1[CH:7]=[C:6]([CH3:13])[C:5]([C:1]#[N:2])=[N:10][CH:9]=1. The yield is 0.628.